This data is from Forward reaction prediction with 1.9M reactions from USPTO patents (1976-2016). The task is: Predict the product of the given reaction. (1) Given the reactants [CH3:1][O:2][C:3]1[CH:8]=[C:7]([O:9][CH3:10])[CH:6]=[CH:5][C:4]=1[C:11]([C:16]1[CH:21]=[CH:20][C:19]([O:22][CH3:23])=[CH:18][CH:17]=1)([O:14][CH3:15])[O:12][CH3:13].C(O)CO, predict the reaction product. The product is: [CH3:1][O:2][C:3]1[CH:8]=[C:7]([O:9][CH3:10])[CH:6]=[CH:5][C:4]=1[C:11]1([C:16]2[CH:21]=[CH:20][C:19]([O:22][CH3:23])=[CH:18][CH:17]=2)[O:14][CH2:15][CH2:13][O:12]1. (2) The product is: [F:35][CH:11]([C:24]1[CH:29]=[CH:28][C:27]([C:30]([CH3:33])([CH3:32])[CH3:31])=[CH:26][CH:25]=1)[CH2:12][O:13][C:14]1[C:23]2[C:18](=[CH:19][CH:20]=[CH:21][CH:22]=2)[N:17]=[CH:16][N:15]=1. Given the reactants C1(C)C=CC(S(O[CH:11]([C:24]2[CH:29]=[CH:28][C:27]([C:30]([CH3:33])([CH3:32])[CH3:31])=[CH:26][CH:25]=2)[CH2:12][O:13][C:14]2[C:23]3[C:18](=[CH:19][CH:20]=[CH:21][CH:22]=3)[N:17]=[CH:16][N:15]=2)(=O)=O)=CC=1.[F-:35].C([N+](CCCC)(CCCC)CCCC)CCC, predict the reaction product. (3) Given the reactants [H-].[Na+].[CH:3](=[N:10][CH:11]([CH2:17][CH2:18][CH2:19][CH3:20])[C:12]([O:14][CH2:15][CH3:16])=[O:13])[C:4]1[CH:9]=[CH:8][CH:7]=[CH:6][CH:5]=1.O.[Cl-].[NH4+], predict the reaction product. The product is: [CH:3](=[N:10][C:11]([CH2:3][CH2:4][CH2:5][CH3:6])([CH2:17][CH2:18][CH2:19][CH3:20])[C:12]([O:14][CH2:15][CH3:16])=[O:13])[C:4]1[CH:9]=[CH:8][CH:7]=[CH:6][CH:5]=1. (4) Given the reactants [CH3:1][C:2]1[CH:3]=[C:4]([NH:16][C:17]2[N:22]=[C:21]([C:23]([F:26])([F:25])[F:24])[CH:20]=[CH:19][N:18]=2)[CH:5]=[C:6]([N:8]2[CH:12]=[C:11]([C:13]([CH3:15])=[CH2:14])[N:10]=[CH:9]2)[CH:7]=1.C[N+]1([O-])CC[O:31]CC1.[OH2:35].S([O-])([O-])(=O)=S.[Na+].[Na+], predict the reaction product. The product is: [CH3:1][C:2]1[CH:7]=[C:6]([N:8]2[CH:12]=[C:11]([C:13]([OH:31])([CH3:15])[CH2:14][OH:35])[N:10]=[CH:9]2)[CH:5]=[C:4]([NH:16][C:17]2[N:22]=[C:21]([C:23]([F:24])([F:25])[F:26])[CH:20]=[CH:19][N:18]=2)[CH:3]=1. (5) Given the reactants [NH:1]1[C:10]2[C:5](=[CH:6][CH:7]=[CH:8][CH:9]=2)[CH2:4][CH2:3][CH2:2]1.[N+:11]([O-])([OH:13])=[O:12].C(=O)([O-])[O-].[Na+].[Na+], predict the reaction product. The product is: [N+:11]([C:8]1[CH:9]=[C:10]2[C:5]([CH2:4][CH2:3][CH2:2][NH:1]2)=[CH:6][CH:7]=1)([O-:13])=[O:12]. (6) Given the reactants [N+]1([O-:7])C=CC=CC=1.[F:8][C:9]1[CH:10]=[C:11]([N:27]2[CH2:31][C@H:30]([CH2:32][N:33]3[CH:37]=[CH:36][N:35]=[N:34]3)[O:29][C:28]2=[O:38])[CH:12]=[CH:13][C:14]=1[C:15]1[CH:16]=[N:17][C:18]([C:21]2[N:22]=[N:23][N:24]([CH3:26])[N:25]=2)=[CH:19][CH:20]=1.C(=O)([O-])[O-].[K+].[K+], predict the reaction product. The product is: [F:8][C:9]1[CH:10]=[C:11]([N:27]2[CH2:31][C@H:30]([CH2:32][N:33]3[CH:37]=[CH:36][N:35]=[N:34]3)[O:29][C:28]2=[O:38])[CH:12]=[CH:13][C:14]=1[C:15]1[CH:16]=[N+:17]([O-:7])[C:18]([C:21]2[N:22]=[N:23][N:24]([CH3:26])[N:25]=2)=[CH:19][CH:20]=1. (7) The product is: [CH3:32][C:2]([CH3:1])([O:4][C:5]([N:7]([C:25]([O:27][C:28]([CH3:31])([CH3:30])[CH3:29])=[O:26])[C:8]1[CH:9]=[C:10]([C:15]2[N:19]=[C:18]([CH2:20][CH2:21][C:22]([CH3:23])([OH:24])[C:52]([F:54])([F:53])[F:51])[O:17][N:16]=2)[CH:11]=[CH:12][C:13]=1[CH3:14])=[O:6])[CH3:3]. Given the reactants [CH3:1][C:2]([CH3:32])([O:4][C:5]([N:7]([C:25]([O:27][C:28]([CH3:31])([CH3:30])[CH3:29])=[O:26])[C:8]1[CH:9]=[C:10]([C:15]2[N:19]=[C:18]([CH2:20][CH2:21][C:22](=[O:24])[CH3:23])[O:17][N:16]=2)[CH:11]=[CH:12][C:13]=1[CH3:14])=[O:6])[CH3:3].CCCC[N+](CCCC)(CCCC)CCCC.[F-].[F:51][C:52]([Si](C)(C)C)([F:54])[F:53], predict the reaction product.